Dataset: Reaction yield outcomes from USPTO patents with 853,638 reactions. Task: Predict the reaction yield, written as a fraction of the theoretical maximum amount of product (1.0 means a 100% yield; for example, 0.34 means a 34% yield). (1) No catalyst specified. The yield is 0.890. The reactants are [Cl:1][C:2]1[CH:10]=[CH:9][C:5]([C:6](O)=[O:7])=[CH:4][N:3]=1.S(Cl)([Cl:13])=O. The product is [Cl:1][C:2]1[CH:10]=[CH:9][C:5]([C:6]([Cl:13])=[O:7])=[CH:4][N:3]=1. (2) The reactants are [C:1](Cl)(=O)[C:2]([Cl:4])=[O:3].[CH2:7]([C:11]1[O:12][C:13]2[CH:22]=[CH:21][CH:20]=[CH:19][C:14]=2C=1C(O)=O)[CH2:8][CH2:9][CH3:10].CN(C=O)C. The catalyst is C(Cl)Cl.C1C=CC=CC=1. The product is [CH2:7]([C:11]1[O:12][C:13]2[CH:22]=[CH:21][CH:20]=[CH:19][C:14]=2[C:1]=1[C:2]([Cl:4])=[O:3])[CH2:8][CH2:9][CH3:10]. The yield is 1.00. (3) The reactants are [F:1][C:2]1[CH:7]=[CH:6][C:5]([CH:8]2[N:12]([S:13]([C:16]3[CH:21]=[CH:20][C:19]([CH3:22])=[CH:18][CH:17]=3)(=[O:15])=[O:14])[CH:11]([CH2:23]O)[CH2:10][CH2:9]2)=[CH:4][CH:3]=1.S(Cl)([Cl:27])=O. No catalyst specified. The product is [Cl:27][CH2:23][CH:11]1[CH2:10][CH2:9][CH:8]([C:5]2[CH:6]=[CH:7][C:2]([F:1])=[CH:3][CH:4]=2)[N:12]1[S:13]([C:16]1[CH:21]=[CH:20][C:19]([CH3:22])=[CH:18][CH:17]=1)(=[O:15])=[O:14]. The yield is 0.850.